Dataset: NCI-60 drug combinations with 297,098 pairs across 59 cell lines. Task: Regression. Given two drug SMILES strings and cell line genomic features, predict the synergy score measuring deviation from expected non-interaction effect. (1) Drug 1: CCC1=CC2CC(C3=C(CN(C2)C1)C4=CC=CC=C4N3)(C5=C(C=C6C(=C5)C78CCN9C7C(C=CC9)(C(C(C8N6C)(C(=O)OC)O)OC(=O)C)CC)OC)C(=O)OC.C(C(C(=O)O)O)(C(=O)O)O. Drug 2: CC1=CC2C(CCC3(C2CCC3(C(=O)C)OC(=O)C)C)C4(C1=CC(=O)CC4)C. Cell line: RPMI-8226. Synergy scores: CSS=55.5, Synergy_ZIP=2.55, Synergy_Bliss=0.942, Synergy_Loewe=-21.9, Synergy_HSA=1.42. (2) Drug 1: C1=NC2=C(N=C(N=C2N1C3C(C(C(O3)CO)O)F)Cl)N. Drug 2: C1=CN(C=N1)CC(O)(P(=O)(O)O)P(=O)(O)O. Cell line: SNB-75. Synergy scores: CSS=-2.02, Synergy_ZIP=2.66, Synergy_Bliss=2.69, Synergy_Loewe=-1.10, Synergy_HSA=-0.862. (3) Drug 1: CCC1(CC2CC(C3=C(CCN(C2)C1)C4=CC=CC=C4N3)(C5=C(C=C6C(=C5)C78CCN9C7C(C=CC9)(C(C(C8N6C)(C(=O)OC)O)OC(=O)C)CC)OC)C(=O)OC)O.OS(=O)(=O)O. Drug 2: C1=NNC2=C1C(=O)NC=N2. Cell line: SW-620. Synergy scores: CSS=0.579, Synergy_ZIP=1.38, Synergy_Bliss=2.59, Synergy_Loewe=1.52, Synergy_HSA=0.168.